Dataset: Reaction yield outcomes from USPTO patents with 853,638 reactions. Task: Predict the reaction yield, written as a fraction of the theoretical maximum amount of product (1.0 means a 100% yield; for example, 0.34 means a 34% yield). (1) The reactants are [C:1]1([S:7]([N:10]2[CH2:18][C@@H:17](OS(C)(=O)=O)[CH2:16][C@H:11]2[C:12]([O:14][CH3:15])=[O:13])(=[O:9])=[O:8])[CH:6]=[CH:5][CH:4]=[CH:3][CH:2]=1.[N-:24]=[N+:25]=[N-:26].[Na+]. The catalyst is CN(C=O)C. The product is [C:1]1([S:7]([N:10]2[CH2:18][C@H:17]([N:24]=[N+:25]=[N-:26])[CH2:16][C@H:11]2[C:12]([O:14][CH3:15])=[O:13])(=[O:9])=[O:8])[CH:6]=[CH:5][CH:4]=[CH:3][CH:2]=1. The yield is 0.850. (2) The reactants are [OH:1][CH:2]1[CH2:7][CH2:6][N:5]([C:8]([C:10]2[CH:15]=[C:14]([S:16]([CH3:19])(=[O:18])=[O:17])[CH:13]=[CH:12][C:11]=2[O:20][CH:21]([CH3:23])[CH3:22])=[O:9])[CH2:4][CH2:3]1.C(N(CC)CC)C.[CH3:31][S:32](Cl)(=[O:34])=[O:33]. The catalyst is ClCCl. The product is [CH:21]([O:20][C:11]1[CH:12]=[CH:13][C:14]([S:16]([CH3:19])(=[O:18])=[O:17])=[CH:15][C:10]=1[C:8]([N:5]1[CH2:4][CH2:3][CH:2]([O:1][S:32]([CH3:31])(=[O:34])=[O:33])[CH2:7][CH2:6]1)=[O:9])([CH3:23])[CH3:22]. The yield is 0.930. (3) The reactants are [Cl:1][C:2]1[CH:7]=[C:6]([Cl:8])[CH:5]=[CH:4][C:3]=1[C:9](=O)[CH2:10][C:11]([O:13]C)=O.O.[NH2:17][NH2:18]. The catalyst is C(O)C. The product is [Cl:1][C:2]1[CH:7]=[C:6]([Cl:8])[CH:5]=[CH:4][C:3]=1[C:9]1[CH:10]=[C:11]([OH:13])[NH:18][N:17]=1. The yield is 0.794. (4) The catalyst is C(#N)C. The product is [CH:39]1([C:37]2[NH:36][C:35](=[O:45])[C:34]3([CH2:33][CH2:32][N:31]([S:28](/[CH:27]=[CH:26]/[C:22]4[C:23]([CH3:25])=[CH:24][C:19]([C:18]([N:3]5[CH2:4][CH2:5][O:1][C:2]5=[O:6])=[O:17])=[CH:20][C:21]=4[CH3:48])(=[O:30])=[O:29])[CH2:47][CH2:46]3)[N:38]=2)[CH2:44][CH2:43][CH2:42][CH2:41][CH2:40]1. The yield is 0.320. The reactants are [O:1]1[CH2:5][CH2:4][NH:3][C:2]1=[O:6].COC1N=C(OC)N=C([O:17][C:18](=O)[C:19]2[CH:24]=[C:23]([CH3:25])[C:22](/[CH:26]=[CH:27]/[S:28]([N:31]3[CH2:47][CH2:46][C:34]4([N:38]=[C:37]([CH:39]5[CH2:44][CH2:43][CH2:42][CH2:41][CH2:40]5)[NH:36][C:35]4=[O:45])[CH2:33][CH2:32]3)(=[O:30])=[O:29])=[C:21]([CH3:48])[CH:20]=2)N=1.C(N(CC)CC)C.O. (5) The reactants are CC([O:4][C:5]([C:7]([O:10][C:11]1[CH:12]=[CH:13][C:14]([C:17]([C:19]2[CH:20]=[CH:21][C:22]([Cl:25])=[CH:23][CH:24]=2)=[O:18])=[CH:15][CH:16]=1)([CH3:9])[CH3:8])=[O:6])C.[OH-].[Na+].Cl. The catalyst is C(O)(C)C.O. The product is [CH3:9][C:7]([O:10][C:11]1[CH:12]=[CH:13][C:14]([C:17]([C:19]2[CH:24]=[CH:23][C:22]([Cl:25])=[CH:21][CH:20]=2)=[O:18])=[CH:15][CH:16]=1)([C:5]([OH:6])=[O:4])[CH3:8]. The yield is 0.972. (6) The reactants are Br[C:2]1[CH:12]=[CH:11][CH:10]=[CH:9][C:3]=1[C:4]([O:6][CH2:7][CH3:8])=[O:5].C(N(CC)CC)C.[C:20]([OH:24])(=[O:23])[CH:21]=[CH2:22]. The catalyst is C1(C)C=CC=CC=1.C([O-])(=O)C.[Pd+2].C([O-])(=O)C.CC1C=CC=CC=1P(C1C=CC=CC=1C)C1C=CC=CC=1C. The product is [CH2:7]([O:6][C:4]([C:3]1[CH:9]=[CH:10][CH:11]=[CH:12][C:2]=1[CH:22]=[CH:21][C:20]([OH:24])=[O:23])=[O:5])[CH3:8]. The yield is 1.03.